Binary Classification. Given a T-cell receptor sequence (or CDR3 region) and an epitope sequence, predict whether binding occurs between them. From a dataset of TCR-epitope binding with 47,182 pairs between 192 epitopes and 23,139 TCRs. (1) The epitope is SSNVANYQK. The TCR CDR3 sequence is CASSHASSGANVLTF. Result: 0 (the TCR does not bind to the epitope). (2) The TCR CDR3 sequence is CASSLAQGAYEQYF. Result: 1 (the TCR binds to the epitope). The epitope is LLWNGPMAV. (3) The epitope is EIYKRWII. The TCR CDR3 sequence is CASSTPGRRTSNQPQHF. Result: 1 (the TCR binds to the epitope). (4) The epitope is FTISVTTEIL. The TCR CDR3 sequence is CASSIRSSVMQYF. Result: 0 (the TCR does not bind to the epitope). (5) The epitope is FLYNLLTRV. The TCR CDR3 sequence is CASSLELANVYNEQFF. Result: 0 (the TCR does not bind to the epitope). (6) The epitope is RLQSLQTYV. The TCR CDR3 sequence is CSASPPGTSVNNEQFF. Result: 1 (the TCR binds to the epitope). (7) The epitope is KRWIIMGLNK. The TCR CDR3 sequence is CASNLMSGTDTQYF. Result: 0 (the TCR does not bind to the epitope).